From a dataset of Catalyst prediction with 721,799 reactions and 888 catalyst types from USPTO. Predict which catalyst facilitates the given reaction. (1) Reactant: [F:1][CH:2]([C:10]1[CH:15]=[CH:14][CH:13]=[CH:12][C:11]=1[F:16])[CH2:3][CH:4]1[CH2:9][CH2:8][NH:7][CH2:6][CH2:5]1.C([O:21][C:22]1[C:23]([CH:28]=O)=[N:24][CH:25]=[CH:26][N:27]=1)(C)(C)C.C(O[BH-](OC(=O)C)OC(=O)C)(=O)C.[Na+].[OH-].[Na+]. Product: [F:1][CH:2]([C:10]1[CH:15]=[CH:14][CH:13]=[CH:12][C:11]=1[F:16])[CH2:3][CH:4]1[CH2:5][CH2:6][N:7]([CH2:28][C:23]2[C:22](=[O:21])[NH:27][CH:26]=[CH:25][N:24]=2)[CH2:8][CH2:9]1. The catalyst class is: 54. (2) Reactant: [O:1]([CH2:19][C:20]1([CH2:28][CH2:29][N:30]2[CH:34]=[CH:33][N:32]=[C:31]2[N+:35]([O-:37])=[O:36])[CH2:25][O:24][C:23]([CH3:27])([CH3:26])[O:22][CH2:21]1)[Si](C(C)(C)C)(C1C=CC=CC=1)C1C=CC=CC=1.[F-].C([N+](CCCC)(CCCC)CCCC)CCC. The catalyst class is: 7. Product: [CH3:26][C:23]1([CH3:27])[O:24][CH2:25][C:20]([CH2:19][OH:1])([CH2:28][CH2:29][N:30]2[CH:34]=[CH:33][N:32]=[C:31]2[N+:35]([O-:37])=[O:36])[CH2:21][O:22]1. (3) Reactant: [CH2:1]([O:8][C:9]1[CH:10]=[C:11]2[C:16](=[CH:17][CH:18]=1)[N:15]=[CH:14][C:13]([NH2:19])=[C:12]2[NH:20][CH2:21][CH:22]([CH3:24])[CH3:23])[C:2]1[CH:7]=[CH:6][CH:5]=[CH:4][CH:3]=1.[CH3:25][O:26][CH2:27][C:28](Cl)=O. Product: [CH2:1]([O:8][C:9]1[CH:18]=[CH:17][C:16]2[N:15]=[CH:14][C:13]3[N:19]=[C:28]([CH2:27][O:26][CH3:25])[N:20]([CH2:21][CH:22]([CH3:24])[CH3:23])[C:12]=3[C:11]=2[CH:10]=1)[C:2]1[CH:3]=[CH:4][CH:5]=[CH:6][CH:7]=1. The catalyst class is: 4.